This data is from Full USPTO retrosynthesis dataset with 1.9M reactions from patents (1976-2016). The task is: Predict the reactants needed to synthesize the given product. (1) Given the product [Br:1][C:2]1[CH:7]=[CH:6][C:5]([C:8]([CH:11]2[CH2:13][CH2:12]2)([OH:9])[CH2:10][N:17]2[CH:21]=[N:20][CH:19]=[N:18]2)=[C:4]([Cl:14])[CH:3]=1, predict the reactants needed to synthesize it. The reactants are: [Br:1][C:2]1[CH:7]=[CH:6][C:5]([C:8]2([CH:11]3[CH2:13][CH2:12]3)[CH2:10][O:9]2)=[C:4]([Cl:14])[CH:3]=1.[OH-].[Na+].[NH:17]1[CH:21]=[N:20][CH:19]=[N:18]1.[NH4+].[Cl-]. (2) Given the product [OH:11][C:10]([C:9]([C:18]1[CH:23]=[CH:22][CH:21]=[CH:20][CH:19]=1)=[O:8])([CH2:24][N:4]([CH:5]([CH3:7])[CH3:6])[CH:1]([CH3:3])[CH3:2])[C:12]1[CH:17]=[CH:16][CH:15]=[CH:14][CH:13]=1, predict the reactants needed to synthesize it. The reactants are: [CH:1]([NH:4][CH:5]([CH3:7])[CH3:6])([CH3:3])[CH3:2].[OH:8][CH:9]([C:18]1[CH:23]=[CH:22][CH:21]=[CH:20][CH:19]=1)[C:10]([C:12]1[CH:17]=[CH:16][CH:15]=[CH:14][CH:13]=1)=[O:11].[CH2:24]=O. (3) Given the product [C:4]([O:3][C:1](=[O:2])[N:8]([CH3:9])[CH2:10][C:11](=[O:13])[NH:52][C:51]1[CH:53]=[CH:54][CH:55]=[C:49]([C:48]([F:47])([F:56])[F:57])[CH:50]=1)([CH3:5])([CH3:6])[CH3:7], predict the reactants needed to synthesize it. The reactants are: [C:1]([N:8]([CH2:10][C:11]([OH:13])=O)[CH3:9])([O:3][C:4]([CH3:7])([CH3:6])[CH3:5])=[O:2].CCN(C(C)C)C(C)C.CN(C(ON1N=NC2C=CC=NC1=2)=[N+](C)C)C.F[P-](F)(F)(F)(F)F.[F:47][C:48]([F:57])([F:56])[C:49]1[CH:50]=[C:51]([CH:53]=[CH:54][CH:55]=1)[NH2:52]. (4) Given the product [CH3:14][C:15]1[C:19]([CH2:20][O:21][C:22]2[CH:23]=[CH:24][C:25]([S:28]([N:7]([C:6]3[CH:12]=[CH:13][C:3]([CH2:1][CH3:2])=[CH:4][CH:5]=3)[CH2:8][CH:9]([CH3:10])[CH3:11])(=[O:30])=[O:29])=[CH:26][CH:27]=2)=[C:18]([CH3:32])[O:17][N:16]=1, predict the reactants needed to synthesize it. The reactants are: [CH2:1]([C:3]1[CH:13]=[CH:12][C:6]([NH:7][CH2:8][CH:9]([CH3:11])[CH3:10])=[CH:5][CH:4]=1)[CH3:2].[CH3:14][C:15]1[C:19]([CH2:20][O:21][C:22]2[CH:27]=[CH:26][C:25]([S:28](Cl)(=[O:30])=[O:29])=[CH:24][CH:23]=2)=[C:18]([CH3:32])[O:17][N:16]=1. (5) Given the product [OH:42][C:39]1[N:40]=[CH:41][C:36]([CH:35]([NH:34][C:30]2[CH:31]=[CH:32][CH:33]=[C:28]([O:27][CH3:26])[CH:29]=2)[C:8]([C:10]2[C:18]3[C:13](=[CH:14][CH:15]=[CH:16][CH:17]=3)[NH:12][CH:11]=2)=[O:9])=[CH:37][CH:38]=1, predict the reactants needed to synthesize it. The reactants are: C(N(CC)CC)C.[CH:8]([C:10]1[C:18]2[C:13](=[CH:14][CH:15]=[CH:16][CH:17]=2)[N:12](C(OC(C)(C)C)=O)[CH:11]=1)=[O:9].[CH3:26][O:27][C:28]1[CH:29]=[C:30]([N:34]=[CH:35][C:36]2[CH:37]=[CH:38][C:39]([OH:42])=[N:40][CH:41]=2)[CH:31]=[CH:32][CH:33]=1. (6) Given the product [OH:4][C:5]1[CH:6]=[C:7]([NH:11][C:12](=[O:28])[C:13]2[CH:18]=[CH:17][CH:16]=[C:15]([O:19][CH2:20][CH2:21][N:22]3[CH2:23][CH2:24][O:25][CH2:26][CH2:27]3)[CH:14]=2)[CH:8]=[CH:9][CH:10]=1, predict the reactants needed to synthesize it. The reactants are: COC[O:4][C:5]1[CH:6]=[C:7]([NH:11][C:12](=[O:28])[C:13]2[CH:18]=[CH:17][CH:16]=[C:15]([O:19][CH2:20][CH2:21][N:22]3[CH2:27][CH2:26][O:25][CH2:24][CH2:23]3)[CH:14]=2)[CH:8]=[CH:9][CH:10]=1.Cl. (7) The reactants are: [H-].[Na+].C[C:4](P(OC)(O)=O)([C:6]([O-:8])=[O:7])[CH3:5].[CH3:14][N:15]1[CH2:20][CH2:19]C(=O)[CH2:17][CH2:16]1.O.[CH2:23]1COCC1. Given the product [CH3:23][O:8][C:6](=[O:7])[CH:4]=[C:5]1[CH2:19][CH2:20][N:15]([CH3:14])[CH2:16][CH2:17]1, predict the reactants needed to synthesize it.